This data is from Catalyst prediction with 721,799 reactions and 888 catalyst types from USPTO. The task is: Predict which catalyst facilitates the given reaction. (1) Reactant: [CH2:1]([N:5]([CH2:39][CH2:40][CH2:41][CH3:42])[C:6]1[CH:11]=[CH:10][C:9]([CH:12]=[CH:13][C:14]2[S:18][C:17]([CH:19]=O)=[CH:16][CH:15]=2)=[C:8]([O:21][Si:22]([C:35]([CH3:38])([CH3:37])[CH3:36])([C:29]2[CH:34]=[CH:33][CH:32]=[CH:31][CH:30]=2)[C:23]2[CH:28]=[CH:27][CH:26]=[CH:25][CH:24]=2)[CH:7]=1)[CH2:2][CH2:3][CH3:4].[C:43]([C:45]1[C:46](=[C:61]([C:64]#[N:65])[C:62]#[N:63])[O:47][C:48]([C:55]2[CH:60]=[CH:59][CH:58]=[CH:57][CH:56]=2)([C:51]([F:54])([F:53])[F:52])[C:49]=1[CH3:50])#[N:44]. Product: [CH2:39]([N:5]([CH2:1][CH2:2][CH2:3][CH3:4])[C:6]1[CH:11]=[CH:10][C:9]([CH:12]=[CH:13][C:14]2[S:18][C:17]([CH:19]=[CH:50][C:49]3[C:48]([C:55]4[CH:60]=[CH:59][CH:58]=[CH:57][CH:56]=4)([C:51]([F:54])([F:52])[F:53])[O:47][C:46](=[C:61]([C:64]#[N:65])[C:62]#[N:63])[C:45]=3[C:43]#[N:44])=[CH:16][CH:15]=2)=[C:8]([O:21][Si:22]([C:35]([CH3:38])([CH3:37])[CH3:36])([C:23]2[CH:28]=[CH:27][CH:26]=[CH:25][CH:24]=2)[C:29]2[CH:34]=[CH:33][CH:32]=[CH:31][CH:30]=2)[CH:7]=1)[CH2:40][CH2:41][CH3:42]. The catalyst class is: 199. (2) Reactant: [CH2:1]([C@H:3]1[C@@H:7]([C:8]2[N:12]3[C:13]4[CH:19]=[CH:18][N:17]([S:20]([C:23]5[CH:29]=[CH:28][C:26]([CH3:27])=[CH:25][CH:24]=5)(=[O:22])=[O:21])[C:14]=4[N:15]=[CH:16][C:11]3=[N:10][N:9]=2)[CH2:6][C@@H:5]([NH2:30])[CH2:4]1)[CH3:2].CCO.CCN(C(C)C)C(C)C.Cl[C:44]1[S:45][C:46]([C:49]#[N:50])=[CH:47][N:48]=1. Product: [CH2:1]([C@H:3]1[C@@H:7]([C:8]2[N:12]3[C:13]4[CH:19]=[CH:18][N:17]([S:20]([C:23]5[CH:24]=[CH:25][C:26]([CH3:27])=[CH:28][CH:29]=5)(=[O:22])=[O:21])[C:14]=4[N:15]=[CH:16][C:11]3=[N:10][N:9]=2)[CH2:6][C@@H:5]([NH:30][C:44]2[S:45][C:46]([C:49]#[N:50])=[CH:47][N:48]=2)[CH2:4]1)[CH3:2]. The catalyst class is: 2. (3) Reactant: [Br:1][C:2]1[CH:25]=[CH:24][C:5]([C:6]([NH:8][NH:9][C:10]([C@@H:12]2[CH2:16][CH2:15][CH2:14][N:13]2[C:17]([O:19][C:20]([CH3:23])([CH3:22])[CH3:21])=[O:18])=[O:11])=O)=[CH:4][CH:3]=1.C1C=CC(P(C2C=CC=CC=2)C2C=CC=CC=2)=CC=1.CCN(C(C)C)C(C)C.ClC(Cl)(Cl)C(Cl)(Cl)Cl. Product: [Br:1][C:2]1[CH:25]=[CH:24][C:5]([C:6]2[O:11][C:10]([C@@H:12]3[CH2:16][CH2:15][CH2:14][N:13]3[C:17]([O:19][C:20]([CH3:23])([CH3:22])[CH3:21])=[O:18])=[N:9][N:8]=2)=[CH:4][CH:3]=1. The catalyst class is: 10. (4) Reactant: [C:1]([CH2:3]C1(N2CCC(N([C@@H]3C[C@H]3C3C=CC=CC=3)[C:16](=[O:21])[C:17]([F:20])([F:19])[F:18])CC2)CN(C)C1)#[N:2].C[OH:32].[OH-].[Na+].O. Product: [C:1](#[N:2])[CH3:3].[OH2:21].[C:16]([OH:21])([C:17]([F:20])([F:19])[F:18])=[O:32].[C:16]([OH:21])([C:17]([F:20])([F:19])[F:18])=[O:32]. The catalyst class is: 577. (5) Reactant: C([C:5]1[CH:38]=[CH:37][C:8]([C:9]([NH:11][C:12]2[CH:13]=[C:14]([C:18]3[N:19]=[C:20]([NH:27][C:28]4[CH:36]=[CH:35][C:31]([C:32]([OH:34])=O)=[CH:30][CH:29]=4)[C:21]4[N:22]([CH:24]=[CH:25][N:26]=4)[CH:23]=3)[CH:15]=[CH:16][CH:17]=2)=[O:10])=[CH:7][CH:6]=1)(C)(C)C.F[P-](F)(F)(F)(F)F.N1(O[P+](N(C)C)(N(C)C)N(C)C)C2C=[CH:52][CH:53]=[CH:54][C:49]=2N=N1.[NH:66]1[CH2:71][CH2:70][O:69][CH2:68][CH2:67]1. Product: [CH2:49]([C:7]1[CH:6]=[CH:5][CH:38]=[CH:37][C:8]=1[C:9]([NH:11][C:12]1[CH:17]=[CH:16][CH:15]=[C:14]([C:18]2[N:19]=[C:20]([NH:27][C:28]3[CH:29]=[CH:30][C:31]([C:32]([N:66]4[CH2:71][CH2:70][O:69][CH2:68][CH2:67]4)=[O:34])=[CH:35][CH:36]=3)[C:21]3[N:22]([CH:24]=[CH:25][N:26]=3)[CH:23]=2)[CH:13]=1)=[O:10])[CH2:54][CH2:53][CH3:52]. The catalyst class is: 6. (6) Reactant: [H-].[Al+3].[Li+].[H-].[H-].[H-].[CH3:7][C:8]1[C:16]([O:17][C@@H:18]2[CH2:23][CH2:22][C@H:21]([NH:24][C:25](=O)[CH2:26][CH3:27])[CH2:20][CH2:19]2)=[CH:15][C:14]([CH3:29])=[C:13]2[C:9]=1[CH:10]=[N:11][NH:12]2. Product: [CH3:7][C:8]1[C:16]([O:17][C@@H:18]2[CH2:23][CH2:22][C@H:21]([NH:24][CH2:25][CH2:26][CH3:27])[CH2:20][CH2:19]2)=[CH:15][C:14]([CH3:29])=[C:13]2[C:9]=1[CH:10]=[N:11][NH:12]2. The catalyst class is: 7. (7) Reactant: C[O:2][C:3](=[O:39])[CH2:4][C:5]1[CH:10]=[CH:9][C:8]([S:11][CH2:12][C@@H:13]2[C@@H:18]([OH:19])[C@H:17]([OH:20])[C@@H:16]([OH:21])[C@H:15]([C:22]3[CH:27]=[CH:26][C:25]([Cl:28])=[C:24]([CH2:29][C:30]4[CH:35]=[CH:34][C:33]([O:36][CH2:37][CH3:38])=[CH:32][CH:31]=4)[CH:23]=3)[O:14]2)=[CH:7][CH:6]=1.[Li+].[OH-]. Product: [Cl:28][C:25]1[CH:26]=[CH:27][C:22]([C@@H:15]2[O:14][C@H:13]([CH2:12][S:11][C:8]3[CH:9]=[CH:10][C:5]([CH2:4][C:3]([OH:39])=[O:2])=[CH:6][CH:7]=3)[C@@H:18]([OH:19])[C@H:17]([OH:20])[C@H:16]2[OH:21])=[CH:23][C:24]=1[CH2:29][C:30]1[CH:31]=[CH:32][C:33]([O:36][CH2:37][CH3:38])=[CH:34][CH:35]=1. The catalyst class is: 87.